Task: Predict the product of the given reaction.. Dataset: Forward reaction prediction with 1.9M reactions from USPTO patents (1976-2016) (1) Given the reactants [Cl:1][C:2]1[N:3]=[C:4]2[C:9](=[CH:10][CH:11]=1)[N:8]=[CH:7][C:6]([CH:12]=O)=[C:5]2[NH:14][C:15]1[CH:20]=[CH:19][CH:18]=[C:17]([C:21]([F:24])([F:23])[F:22])[CH:16]=1.C(OP(CC([O:36][CH2:37][CH3:38])=O)(OCC)=O)C.C(=O)([O-])[O-].[K+].[K+], predict the reaction product. The product is: [Cl:1][C:2]1[N:3]=[C:4]2[C:9](=[CH:10][CH:11]=1)[N:8]=[CH:7][C:6]1[CH:12]=[CH:38][C:37](=[O:36])[N:14]([C:15]3[CH:20]=[CH:19][CH:18]=[C:17]([C:21]([F:22])([F:23])[F:24])[CH:16]=3)[C:5]2=1. (2) Given the reactants [S:1](Cl)([CH3:4])(=[O:3])=[O:2].[Cl:6][C@@:7]1([F:36])[C@H:11]([O:12][Si:13]([CH:20]([CH3:22])[CH3:21])([CH:17]([CH3:19])[CH3:18])[CH:14]([CH3:16])[CH3:15])[C@@H:10]([CH2:23][O:24][Si:25]([CH:32]([CH3:34])[CH3:33])([CH:29]([CH3:31])[CH3:30])[CH:26]([CH3:28])[CH3:27])[O:9][CH:8]1[OH:35], predict the reaction product. The product is: [CH3:4][S:1]([O:35][C@H:8]1[C@:7]([Cl:6])([F:36])[C@H:11]([O:12][Si:13]([CH:17]([CH3:18])[CH3:19])([CH:14]([CH3:15])[CH3:16])[CH:20]([CH3:22])[CH3:21])[C@@H:10]([CH2:23][O:24][Si:25]([CH:26]([CH3:28])[CH3:27])([CH:29]([CH3:31])[CH3:30])[CH:32]([CH3:34])[CH3:33])[O:9]1)(=[O:3])=[O:2]. (3) Given the reactants [C:1]([O:5][C:6]([N:8]1[CH2:13][CH2:12][N:11]([C:14]2[CH:19]=[CH:18][CH:17]=[C:16](Br)[N:15]=2)[CH2:10][CH2:9]1)=[O:7])([CH3:4])([CH3:3])[CH3:2].[CH3:21][C:22]1([CH3:41])[CH2:31][CH2:30][CH2:29][C:28]2[CH:27]=[C:26](B3OC(C)(C)C(C)(C)O3)[CH:25]=[CH:24][C:23]1=2.O.O.O.P([O-])([O-])([O-])=O.[K+].[K+].[K+].O, predict the reaction product. The product is: [C:1]([O:5][C:6]([N:8]1[CH2:13][CH2:12][N:11]([C:14]2[CH:19]=[CH:18][CH:17]=[C:16]([C:26]3[CH:25]=[CH:24][C:23]4[C:22]([CH3:41])([CH3:21])[CH2:31][CH2:30][CH2:29][C:28]=4[CH:27]=3)[N:15]=2)[CH2:10][CH2:9]1)=[O:7])([CH3:4])([CH3:3])[CH3:2].